Predict the reactants needed to synthesize the given product. From a dataset of Retrosynthesis with 50K atom-mapped reactions and 10 reaction types from USPTO. Given the product CC(CN(C)C)C(C)(O)c1cccc(O)c1, predict the reactants needed to synthesize it. The reactants are: COc1cccc(C(C)(O)C(C)CN(C)C)c1.